From a dataset of Peptide-MHC class I binding affinity with 185,985 pairs from IEDB/IMGT. Regression. Given a peptide amino acid sequence and an MHC pseudo amino acid sequence, predict their binding affinity value. This is MHC class I binding data. (1) The MHC is H-2-Dd with pseudo-sequence H-2-Dd. The binding affinity (normalized) is 0.0919. The peptide sequence is NGPPHSNNFGY. (2) The peptide sequence is QVIEYLKPY. The MHC is HLA-B40:01 with pseudo-sequence HLA-B40:01. The binding affinity (normalized) is 0.0847. (3) The peptide sequence is SQGPFDAVL. The MHC is HLA-A68:02 with pseudo-sequence HLA-A68:02. The binding affinity (normalized) is 0.152. (4) The peptide sequence is MLSTVLGV. The MHC is HLA-A02:06 with pseudo-sequence HLA-A02:06. The binding affinity (normalized) is 0.342. (5) The binding affinity (normalized) is 0.131. The MHC is HLA-A33:01 with pseudo-sequence HLA-A33:01. The peptide sequence is SFSNTIQSYK. (6) The MHC is HLA-B27:05 with pseudo-sequence HLA-B27:05. The peptide sequence is DPKKTGGPI. The binding affinity (normalized) is 0.0847. (7) The peptide sequence is FYTTTGIGY. The MHC is HLA-A23:01 with pseudo-sequence HLA-A23:01. The binding affinity (normalized) is 0.